From a dataset of Forward reaction prediction with 1.9M reactions from USPTO patents (1976-2016). Predict the product of the given reaction. (1) Given the reactants C([O:3][C:4]([C:6]1[S:7][C:8]([CH3:19])=[C:9]([S:11](=[O:18])(=[O:17])[N:12]([CH2:15][CH3:16])[CH2:13][CH3:14])[CH:10]=1)=[O:5])C.[OH-].[Na+], predict the reaction product. The product is: [CH2:15]([N:12]([CH2:13][CH3:14])[S:11]([C:9]1[CH:10]=[C:6]([C:4]([OH:5])=[O:3])[S:7][C:8]=1[CH3:19])(=[O:17])=[O:18])[CH3:16]. (2) Given the reactants [CH2:1]([O:8][C:9]1[CH:10]=[C:11]2[C:16](=[CH:17][CH:18]=1)[C:15](=[O:19])[N:14]([CH2:20][CH:21]([CH3:23])[CH3:22])[C:13]([CH2:24]O)=[C:12]2[C:26]1[CH:31]=[CH:30][C:29]([F:32])=[CH:28][CH:27]=1)[C:2]1[CH:7]=[CH:6][CH:5]=[CH:4][CH:3]=1.S(Cl)([Cl:35])=O.C(=O)([O-])O.[Na+], predict the reaction product. The product is: [CH2:1]([O:8][C:9]1[CH:10]=[C:11]2[C:16](=[CH:17][CH:18]=1)[C:15](=[O:19])[N:14]([CH2:20][CH:21]([CH3:23])[CH3:22])[C:13]([CH2:24][Cl:35])=[C:12]2[C:26]1[CH:31]=[CH:30][C:29]([F:32])=[CH:28][CH:27]=1)[C:2]1[CH:7]=[CH:6][CH:5]=[CH:4][CH:3]=1. (3) Given the reactants [NH2:1][C:2]1[CH:9]=[CH:8][C:5]([C:6]#[N:7])=[C:4]([N:10]2[CH2:15][CH2:14][O:13][CH2:12][CH2:11]2)[CH:3]=1.CC(C)([O-])C.[K+].Cl[C:23]1[C:32]2[C:27](=[CH:28][C:29]([F:34])=[CH:30][C:31]=2[F:33])[N:26]=[C:25]([C:35]2[CH:40]=[CH:39][CH:38]=[CH:37][N:36]=2)[C:24]=1[CH3:41].C(=O)([O-])[O-].[Na+].[Na+], predict the reaction product. The product is: [F:33][C:31]1[CH:30]=[C:29]([F:34])[CH:28]=[C:27]2[C:32]=1[C:23]([NH:1][C:2]1[CH:9]=[CH:8][C:5]([C:6]#[N:7])=[C:4]([N:10]3[CH2:15][CH2:14][O:13][CH2:12][CH2:11]3)[CH:3]=1)=[C:24]([CH3:41])[C:25]([C:35]1[CH:40]=[CH:39][CH:38]=[CH:37][N:36]=1)=[N:26]2. (4) Given the reactants [Br:1][C:2]1[CH:10]=[C:9]([Cl:11])[CH:8]=[CH:7][C:3]=1[C:4]([OH:6])=O.[CH3:12][C:13]1[C:14]([N:21]2[CH2:26][CH2:25][NH:24][CH2:23][CH2:22]2)=[N:15][C:16]([CH3:20])=[C:17]([CH3:19])[CH:18]=1, predict the reaction product. The product is: [Br:1][C:2]1[CH:10]=[C:9]([Cl:11])[CH:8]=[CH:7][C:3]=1[C:4]([N:24]1[CH2:25][CH2:26][N:21]([C:14]2[C:13]([CH3:12])=[CH:18][C:17]([CH3:19])=[C:16]([CH3:20])[N:15]=2)[CH2:22][CH2:23]1)=[O:6]. (5) Given the reactants [H][H].[C:3]([C:6]1[CH:11]=[CH:10][CH:9]=[CH:8][CH:7]=1)(=[O:5])[CH3:4].[CH2:12](O)[CH2:13][OH:14], predict the reaction product. The product is: [CH3:4][C:3]1([C:6]2[CH:11]=[CH:10][CH:9]=[CH:8][CH:7]=2)[O:14][CH2:13][CH2:12][O:5]1. (6) Given the reactants [CH:1]1[C:6]([OH:7])=[CH:5][CH:4]=[C:3]([CH3:8])[CH:2]=1.[NH2:9][C:10]1C=CC=C[CH:11]=1.C=O, predict the reaction product. The product is: [O:7]1[C:6]2[CH:5]=[CH:4][CH:3]=[CH:2][C:1]=2[CH:11]=[CH:10][NH:9]1.[CH:5]1[C:6]([OH:7])=[CH:1][CH:2]=[C:3]([CH3:8])[CH:4]=1.